Task: Predict the product of the given reaction.. Dataset: Forward reaction prediction with 1.9M reactions from USPTO patents (1976-2016) (1) The product is: [CH3:1][O:2][C:3](=[O:29])[CH2:4][C@H:5]1[C:9]2[CH:10]=[CH:11][C:12]([O:14][C@H:15]3[C:23]4[C:18](=[C:19]([CH2:31][C:32]5[CH:37]=[CH:36][CH:35]=[CH:34][CH:33]=5)[C:20]([C:24]([F:27])([F:26])[F:25])=[CH:21][CH:22]=4)[CH2:17][CH2:16]3)=[CH:13][C:8]=2[O:7][CH2:6]1. Given the reactants [CH3:1][O:2][C:3](=[O:29])[CH2:4][C@H:5]1[C:9]2[CH:10]=[CH:11][C:12]([O:14][C@H:15]3[C:23]4[C:18](=[C:19](Br)[C:20]([C:24]([F:27])([F:26])[F:25])=[CH:21][CH:22]=4)[CH2:17][CH2:16]3)=[CH:13][C:8]=2[O:7][CH2:6]1.[Br-].[CH2:31]([Zn+])[C:32]1[CH:37]=[CH:36][CH:35]=[CH:34][CH:33]=1, predict the reaction product. (2) Given the reactants [NH2:1][C:2]1[CH:11]=[C:10]2[C:5]([CH2:6][CH:7]([C:19]([OH:21])=[O:20])[N:8]([C:12]([O:14][C:15]([CH3:18])([CH3:17])[CH3:16])=[O:13])[CH2:9]2)=[CH:4][CH:3]=1.[C:22]([O:26][C:27](O[C:27]([O:26][C:22]([CH3:25])([CH3:24])[CH3:23])=[O:28])=[O:28])([CH3:25])([CH3:24])[CH3:23], predict the reaction product. The product is: [C:15]([O:14][C:12]([N:8]1[CH:7]([C:19]([OH:21])=[O:20])[CH2:6][C:5]2[C:10](=[CH:11][C:2]([NH:1][C:27]([O:26][C:22]([CH3:25])([CH3:24])[CH3:23])=[O:28])=[CH:3][CH:4]=2)[CH2:9]1)=[O:13])([CH3:16])([CH3:17])[CH3:18]. (3) The product is: [C:8]1([C:6]2[N:7]=[C:3]([CH2:2][N:17]([CH2:16][C:15]([F:14])([F:30])[F:31])[C:18]3[CH:25]=[CH:24][C:21]([C:22]#[N:23])=[C:20]([C:26]([F:27])([F:28])[F:29])[CH:19]=3)[O:4][CH:5]=2)[CH:13]=[CH:12][CH:11]=[CH:10][CH:9]=1. Given the reactants Cl[CH2:2][C:3]1[O:4][CH:5]=[C:6]([C:8]2[CH:13]=[CH:12][CH:11]=[CH:10][CH:9]=2)[N:7]=1.[F:14][C:15]([F:31])([F:30])[CH2:16][NH:17][C:18]1[CH:25]=[CH:24][C:21]([C:22]#[N:23])=[C:20]([C:26]([F:29])([F:28])[F:27])[CH:19]=1.[H-].[Na+], predict the reaction product. (4) Given the reactants [CH:1]([N:4]1[C:8]2=[N:9][C:10]([C:19]3[CH:24]=[CH:23][CH:22]=[C:21]([O:25][CH2:26][C@H:27]4[CH2:29][O:28]4)[CH:20]=3)=[CH:11][C:12]([N:13]3[CH2:18][CH2:17][O:16][CH2:15][CH2:14]3)=[C:7]2[CH:6]=[N:5]1)([CH3:3])[CH3:2].[NH3:30], predict the reaction product. The product is: [NH2:30][CH2:29][C@@H:27]([OH:28])[CH2:26][O:25][C:21]1[CH:22]=[CH:23][CH:24]=[C:19]([C:10]2[N:9]=[C:8]3[N:4]([CH:1]([CH3:2])[CH3:3])[N:5]=[CH:6][C:7]3=[C:12]([N:13]3[CH2:18][CH2:17][O:16][CH2:15][CH2:14]3)[CH:11]=2)[CH:20]=1. (5) Given the reactants [Cl:1][C:2]1[CH:7]=[C:6]([CH2:8]O)[CH:5]=[C:4]([O:10][CH3:11])[N:3]=1.S(Cl)([Cl:14])=O, predict the reaction product. The product is: [ClH:1].[Cl:1][C:2]1[CH:7]=[C:6]([CH2:8][Cl:14])[CH:5]=[C:4]([O:10][CH3:11])[N:3]=1.